Dataset: Forward reaction prediction with 1.9M reactions from USPTO patents (1976-2016). Task: Predict the product of the given reaction. (1) The product is: [Si:19]([O:36][CH2:37][CH2:38][N:39]1[CH:43]=[C:42]([C:8]2[CH:7]=[CH:6][C:4]([NH2:5])=[C:3]([O:2][CH3:1])[CH:9]=2)[CH:41]=[N:40]1)([C:32]([CH3:35])([CH3:33])[CH3:34])([C:20]1[CH:25]=[CH:24][CH:23]=[CH:22][CH:21]=1)[C:26]1[CH:31]=[CH:30][CH:29]=[CH:28][CH:27]=1. Given the reactants [CH3:1][O:2][C:3]1[CH:9]=[C:8](B2OC(C)(C)C(C)(C)O2)[CH:7]=[CH:6][C:4]=1[NH2:5].[Si:19]([O:36][CH2:37][CH2:38][N:39]1[CH:43]=[C:42](I)[CH:41]=[N:40]1)([C:32]([CH3:35])([CH3:34])[CH3:33])([C:26]1[CH:31]=[CH:30][CH:29]=[CH:28][CH:27]=1)[C:20]1[CH:25]=[CH:24][CH:23]=[CH:22][CH:21]=1.C(Cl)Cl.C(=O)([O-])[O-].[Na+].[Na+], predict the reaction product. (2) Given the reactants [F:1][C:2]([F:33])([F:32])[C:3]1[CH:4]=[C:5]([CH:25]=[C:26]([C:28]([F:31])([F:30])[F:29])[CH:27]=1)[CH2:6][N:7]([CH3:24])[C:8](=[O:23])[C:9]1[C:14]([C:15]2[CH:20]=[CH:19][CH:18]=[CH:17][C:16]=2[CH3:21])=[CH:13][C:12](Cl)=[N:11][CH:10]=1.CC(=O)CC.[IH:39].C(=O)(O)[O-].[Na+], predict the reaction product. The product is: [F:1][C:2]([F:33])([F:32])[C:3]1[CH:4]=[C:5]([CH:25]=[C:26]([C:28]([F:31])([F:30])[F:29])[CH:27]=1)[CH2:6][N:7]([CH3:24])[C:8](=[O:23])[C:9]1[C:14]([C:15]2[CH:20]=[CH:19][CH:18]=[CH:17][C:16]=2[CH3:21])=[CH:13][C:12]([I:39])=[N:11][CH:10]=1. (3) Given the reactants [C:1]1([CH:7]([C:23]2[CH:28]=[CH:27][CH:26]=[CH:25][CH:24]=2)[CH2:8][NH:9][C:10]2[N:18]=[C:17]([C:19]([O:21][CH3:22])=[O:20])[N:16]=[C:15]3[C:11]=2[N:12]=[CH:13][NH:14]3)[CH:6]=[CH:5][CH:4]=[CH:3][CH:2]=1.[C:29]([O:32][C@H:33]1[C@@H:37]([O:38][C:39](=[O:41])[CH3:40])[CH:36](OC(=O)C)[O:35][C@@H:34]1[C:46]1[N:47]=[N:48][N:49]([CH2:51][CH3:52])[N:50]=1)(=[O:31])[CH3:30].C[Si](OS(C(F)(F)F)(=O)=O)(C)C, predict the reaction product. The product is: [C:39]([O:38][C@@H:37]1[C@H:33]([O:32][C:29](=[O:31])[CH3:30])[C@@H:34]([C:46]2[N:47]=[N:48][N:49]([CH2:51][CH3:52])[N:50]=2)[O:35][C@H:36]1[N:14]1[CH:13]=[N:12][C:11]2[C:15]1=[N:16][C:17]([C:19]([O:21][CH3:22])=[O:20])=[N:18][C:10]=2[NH:9][CH2:8][CH:7]([C:1]1[CH:2]=[CH:3][CH:4]=[CH:5][CH:6]=1)[C:23]1[CH:28]=[CH:27][CH:26]=[CH:25][CH:24]=1)(=[O:41])[CH3:40]. (4) The product is: [Cl:17][C:14]1[CH:15]=[CH:16][C:11]([CH2:10][NH:9][C:5]2[CH:4]=[CH:3][CH:2]=[C:7]([Cl:18])[N:6]=2)=[CH:12][CH:13]=1. Given the reactants Br[C:2]1[CH:3]=[CH:4][C:5]([NH:9][CH2:10][C:11]2[CH:16]=[CH:15][C:14]([Cl:17])=[CH:13][CH:12]=2)=[N:6][C:7]=1F.[Cl:18]C1C=CC(C=O)=CC=1.FC(F)(F)C(O)=O.C([SiH](CC)CC)C, predict the reaction product. (5) Given the reactants [CH3:1][N:2]1[C:6](=[O:7])[N:5]([C:8]2[CH:13]=[CH:12][CH:11]=[C:10]([CH3:14])[C:9]=2[CH2:15][O:16][C:17]2[CH:21]=[CH:20][NH:19][N:18]=2)[N:4]=[N:3]1.[Cl:22][C:23]1[CH:28]=[CH:27][C:26](B(O)O)=[CH:25][N:24]=1.N1C=CC=CC=1.C(#N)C, predict the reaction product. The product is: [Cl:22][C:23]1[N:24]=[CH:25][C:26]([N:19]2[CH:20]=[CH:21][C:17]([O:16][CH2:15][C:9]3[C:10]([CH3:14])=[CH:11][CH:12]=[CH:13][C:8]=3[N:5]3[C:6](=[O:7])[N:2]([CH3:1])[N:3]=[N:4]3)=[N:18]2)=[CH:27][CH:28]=1.